This data is from Full USPTO retrosynthesis dataset with 1.9M reactions from patents (1976-2016). The task is: Predict the reactants needed to synthesize the given product. (1) Given the product [CH3:19][O:20][C@H:21]([CH3:29])[CH2:22][C@@H:23]1[NH:24][CH2:25][CH2:26][N:27]([C:7]2[C:6]3[N:5]=[C:4]([CH:1]([CH3:3])[CH3:2])[S:13][C:12]=3[NH:11][C:10]3[CH:14]=[CH:15][CH:16]=[CH:17][C:9]=3[N:8]=2)[CH2:28]1, predict the reactants needed to synthesize it. The reactants are: [CH:1]([C:4]1[S:13][C:12]2[NH:11][C:10]3[CH:14]=[CH:15][CH:16]=[CH:17][C:9]=3[NH:8][C:7](=S)[C:6]=2[N:5]=1)([CH3:3])[CH3:2].[CH3:19][O:20][C@@H:21]([CH3:29])[CH2:22][C@H:23]1[CH2:28][NH:27][CH2:26][CH2:25][NH:24]1.CO[C@H](C)C[C@H]1CNCCN1. (2) Given the product [F:1][C:2]1[CH:3]=[C:4]([CH:18]=[CH:19][CH:20]=1)[CH2:5][O:6][C:7]1[CH:16]=[C:15]2[C:10]([C:11](=[O:17])[N:12]([CH2:35][C:36]([NH2:37])=[O:42])[CH:13]=[N:14]2)=[CH:9][CH:8]=1, predict the reactants needed to synthesize it. The reactants are: [F:1][C:2]1[CH:3]=[C:4]([CH:18]=[CH:19][CH:20]=1)[CH2:5][O:6][C:7]1[CH:16]=[C:15]2[C:10]([C:11](=[O:17])[NH:12][CH:13]=[N:14]2)=[CH:9][CH:8]=1.[Na].FC1C=C(C=CC=1)CO.FC1C=C2[C:35]([C:36](=[O:42])[NH:37]C=N2)=CC=1.Cl. (3) Given the product [C:1]([N:4]1[CH2:9][CH2:8][N:7]([C:10]2[N:11]=[C:12]([NH:23][C@@H:24]([C:26]3[CH:31]=[CH:30][C:29]([CH2:32][N:54]([CH3:58])[CH3:55])=[CH:28][CH:27]=3)[CH3:25])[C:13]3[CH2:18][N:17]([CH:19]([CH3:20])[CH3:21])[C:16](=[O:22])[C:14]=3[N:15]=2)[CH2:6][CH2:5]1)(=[O:3])[CH3:2], predict the reactants needed to synthesize it. The reactants are: [C:1]([N:4]1[CH2:9][CH2:8][N:7]([C:10]2[N:11]=[C:12]([NH:23][C@@H:24]([C:26]3[CH:31]=[CH:30][C:29]([CH2:32]O)=[CH:28][CH:27]=3)[CH3:25])[C:13]3[CH2:18][N:17]([CH:19]([CH3:21])[CH3:20])[C:16](=[O:22])[C:14]=3[N:15]=2)[CH2:6][CH2:5]1)(=[O:3])[CH3:2].C1(P(C2C=CC=CC=2)C2C=CC=CC=2)C=CC=CC=1.Br[N:54]1[C:58](=O)CC[C:55]1=O.CNC.